Dataset: Forward reaction prediction with 1.9M reactions from USPTO patents (1976-2016). Task: Predict the product of the given reaction. Given the reactants [H-].[Na+].[C:3]([CH2:5]P(=O)(OCC)OCC)#[N:4].[F:14][C:15]1[C:16]2[CH2:27][CH2:26][C:25](=O)[C:17]=2[C:18]2[C:22]([CH:23]=1)=[N:21][N:20]([CH3:24])[CH:19]=2.[Cl-].[NH4+], predict the reaction product. The product is: [F:14][C:15]1[C:16]2[CH2:27][CH2:26][C:25](=[CH:5][C:3]#[N:4])[C:17]=2[C:18]2[C:22]([CH:23]=1)=[N:21][N:20]([CH3:24])[CH:19]=2.